From a dataset of Reaction yield outcomes from USPTO patents with 853,638 reactions. Predict the reaction yield, written as a fraction of the theoretical maximum amount of product (1.0 means a 100% yield; for example, 0.34 means a 34% yield). (1) The reactants are [CH:1]1[C:10]2[CH2:9][CH2:8][CH2:7][CH2:6][C:5]=2[CH:4]=[CH:3][C:2]=1[OH:11].[H-].[Na+].[Cl:14][C:15]1[C:16]([F:29])=[CH:17][C:18]([F:28])=[C:19]([CH:27]=1)[C:20]([NH:22][S:23]([CH3:26])(=[O:25])=[O:24])=[O:21].[NH4+].[Cl-]. The catalyst is CN(C=O)C. The product is [Cl:14][C:15]1[C:16]([O:11][C:2]2[CH:3]=[CH:4][C:5]3[CH2:6][CH2:7][CH2:8][CH2:9][C:10]=3[CH:1]=2)=[CH:17][C:18]([F:28])=[C:19]([CH:27]=1)[C:20]([NH:22][S:23]([CH3:26])(=[O:24])=[O:25])=[O:21].[Cl:14][C:15]1[C:16]([F:29])=[CH:17][C:18]([O:11][C:2]2[CH:3]=[CH:4][C:5]3[CH2:6][CH2:7][CH2:8][CH2:9][C:10]=3[CH:1]=2)=[C:19]([CH:27]=1)[C:20]([NH:22][S:23]([CH3:26])(=[O:25])=[O:24])=[O:21]. The yield is 0.300. (2) The reactants are [CH3:1][C@@:2]1([CH2:13][N:14]2[CH2:19][CH2:18][N:17]([NH:20]C(=O)OC(C)(C)C)[CH2:16][CH2:15]2)[O:6][C:5]2=[N:7][C:8]([N+:10]([O-:12])=[O:11])=[CH:9][N:4]2[CH2:3]1.FC(F)(F)C(O)=O.C(N(CC)CC)C.[CH3:42][C:43]([C:45]1[CH:50]=[CH:49][C:48]([Cl:51])=[CH:47][CH:46]=1)=O. The catalyst is C(O)C.C(Cl)Cl. The product is [Cl:51][C:48]1[CH:49]=[CH:50][C:45]([C:43](=[N:20][N:17]2[CH2:16][CH2:15][N:14]([CH2:13][C@:2]3([CH3:1])[O:6][C:5]4=[N:7][C:8]([N+:10]([O-:12])=[O:11])=[CH:9][N:4]4[CH2:3]3)[CH2:19][CH2:18]2)[CH3:42])=[CH:46][CH:47]=1. The yield is 0.180. (3) The reactants are O.[OH-].[Li+].C[O:5][C:6](=[O:41])[CH2:7][C:8]1[C:17]([CH3:18])=[C:16]([C:19]2[CH:24]=[CH:23][C:22]([S:25](=[O:39])(=[O:38])[NH:26][C:27]3[CH:32]=[CH:31][C:30]([O:33][C:34]([F:37])([F:36])[F:35])=[CH:29][CH:28]=3)=[CH:21][CH:20]=2)[C:15]2[C:10](=[CH:11][CH:12]=[C:13]([Cl:40])[CH:14]=2)[CH:9]=1.C1COCC1.O. The catalyst is CCCCCC. The product is [Cl:40][C:13]1[CH:14]=[C:15]2[C:10](=[CH:11][CH:12]=1)[CH:9]=[C:8]([CH2:7][C:6]([OH:41])=[O:5])[C:17]([CH3:18])=[C:16]2[C:19]1[CH:24]=[CH:23][C:22]([S:25](=[O:39])(=[O:38])[NH:26][C:27]2[CH:32]=[CH:31][C:30]([O:33][C:34]([F:37])([F:35])[F:36])=[CH:29][CH:28]=2)=[CH:21][CH:20]=1. The yield is 0.690. (4) The reactants are [C:1]([NH:4][C:5]1[S:6][C:7]([C:11]2[N:12]=[C:13]([C:16](Cl)=[O:17])[S:14][CH:15]=2)=[C:8]([CH3:10])[N:9]=1)(=[O:3])[CH3:2].[NH:19]1[CH2:24][CH2:23][CH:22]([CH2:25][CH2:26][OH:27])[CH2:21][CH2:20]1.C(N(CC)CC)C. The catalyst is C1COCC1.C(Cl)Cl. The product is [OH:27][CH2:26][CH2:25][CH:22]1[CH2:23][CH2:24][N:19]([C:16]([C:13]2[S:14][CH:15]=[C:11]([C:7]3[S:6][C:5]([NH:4][C:1](=[O:3])[CH3:2])=[N:9][C:8]=3[CH3:10])[N:12]=2)=[O:17])[CH2:20][CH2:21]1. The yield is 0.430. (5) The reactants are [CH3:1][C:2]1[C:10]2[C:5](=[C:6]([C:17]([NH2:19])=[O:18])[CH:7]=[CH:8][C:9]=2[C:11]2[CH2:12][NH:13][CH2:14][CH2:15][CH:16]=2)[NH:4][CH:3]=1. The catalyst is CO.[Pd]. The product is [CH3:1][C:2]1[C:10]2[C:5](=[C:6]([C:17]([NH2:19])=[O:18])[CH:7]=[CH:8][C:9]=2[CH:11]2[CH2:16][CH2:15][CH2:14][NH:13][CH2:12]2)[NH:4][CH:3]=1. The yield is 0.990. (6) The reactants are [CH3:1][C:2]([C@H:4]1[C@@H:8]2[C@@H:9]3[C@@:22]([CH3:25])([CH2:23][CH2:24][C@@:7]2([CH2:31][OH:32])[CH2:6][CH2:5]1)[C@@:21]1([CH3:26])[C@@H:12]([C@:13]2([CH3:30])[C@@H:18]([CH2:19][CH2:20]1)[C:17]([CH3:28])([CH3:27])[C@@H:16]([OH:29])[CH2:15][CH2:14]2)[CH2:11][CH2:10]3)=[CH2:3].CC1(C)N([O])C(C)(C)CCC1.C(Cl)Cl.OP([O-])(O)=O.[K+]. The catalyst is CC(O)(C)C. The product is [CH3:3][C:2]([C@H:4]1[C@@H:8]2[C@@H:9]3[C@@:22]([CH3:25])([CH2:23][CH2:24][C@@:7]2([CH:31]=[O:32])[CH2:6][CH2:5]1)[C@@:21]1([CH3:26])[C@@H:12]([C@:13]2([CH3:30])[C@@H:18]([CH2:19][CH2:20]1)[C:17]([CH3:28])([CH3:27])[C@@H:16]([OH:29])[CH2:15][CH2:14]2)[CH2:11][CH2:10]3)=[CH2:1]. The yield is 0.600. (7) The product is [CH2:28]=[C:3]1[C:2](=[O:1])[C:14]2[C:13]3[C:8](=[CH:9][CH:10]=[CH:11][CH:12]=3)[N:7]([CH2:15][C:16]3[CH:17]=[CH:18][C:19]([C:20]([O:22][CH3:23])=[O:21])=[CH:24][CH:25]=3)[C:6]=2[CH2:5][CH2:4]1. The catalyst is C(O)(=O)C. The reactants are [O:1]=[C:2]1[C:14]2[C:13]3[C:8](=[CH:9][CH:10]=[CH:11][CH:12]=3)[N:7]([CH2:15][C:16]3[CH:25]=[CH:24][C:19]([C:20]([O:22][CH3:23])=[O:21])=[CH:18][CH:17]=3)[C:6]=2[CH2:5][CH2:4][CH2:3]1.C=O.[C:28]1(C)C=CC=CC=1. The yield is 0.410. (8) The yield is 0.870. No catalyst specified. The product is [CH3:9][O:8][C:5]1[CH:6]=[CH:7][C:2](/[CH:1]=[N:16]/[NH:17][C:18](=[NH:19])[NH2:20])=[CH:3][CH:4]=1. The reactants are [CH:1](=O)[C:2]1[CH:7]=[CH:6][C:5]([O:8][CH3:9])=[CH:4][CH:3]=1.Cl.C(=O)(O)O.[NH2:16][NH:17][C:18]([NH2:20])=[NH:19].[OH-].[K+].